Task: Predict the product of the given reaction.. Dataset: Forward reaction prediction with 1.9M reactions from USPTO patents (1976-2016) Given the reactants [CH3:1][C:2]1[O:6][N:5]=[C:4]([CH2:7][OH:8])[CH:3]=1.[I:9]Cl.C(O)(C(F)(F)F)=O.C([O-])([O-])=O.[Na+].[Na+], predict the reaction product. The product is: [I:9][C:3]1[C:4]([CH2:7][OH:8])=[N:5][O:6][C:2]=1[CH3:1].